Dataset: Reaction yield outcomes from USPTO patents with 853,638 reactions. Task: Predict the reaction yield, written as a fraction of the theoretical maximum amount of product (1.0 means a 100% yield; for example, 0.34 means a 34% yield). (1) The product is [C:5]([OH:7])([C:4]([F:9])([F:8])[F:3])=[O:6].[F:3][C:4]([F:9])([F:8])[C:5]([OH:7])=[O:6].[CH3:4][N:41]([CH2:42][CH2:43][N:44]1[CH2:45][CH2:46][O:47][CH2:48][CH2:49]1)[S:38]([C:35]1[CH:36]=[CH:37][C:32]([C:29]2[CH:30]=[CH:31][C:26]([O:25][CH2:24][CH:21]3[CH2:20][CH2:19][N:18]([C:16]4[O:15][N:14]=[C:13]([CH:11]([CH3:10])[CH3:12])[N:17]=4)[CH2:23][CH2:22]3)=[CH:27][CH:28]=2)=[CH:33][CH:34]=1)(=[O:40])=[O:39]. The catalyst is CCO. The reactants are IC.[F:3][C:4]([F:9])([F:8])[C:5]([OH:7])=[O:6].[CH3:10][CH:11]([C:13]1[N:17]=[C:16]([N:18]2[CH2:23][CH2:22][CH:21]([CH2:24][O:25][C:26]3[CH:31]=[CH:30][C:29]([C:32]4[CH:37]=[CH:36][C:35]([S:38]([NH:41][CH2:42][CH2:43][N:44]5[CH2:49][CH2:48][O:47][CH2:46][CH2:45]5)(=[O:40])=[O:39])=[CH:34][CH:33]=4)=[CH:28][CH:27]=3)[CH2:20][CH2:19]2)[O:15][N:14]=1)[CH3:12].[OH-].[K+]. The yield is 0.000500. (2) The reactants are Br[C:2]1[C:3]2[CH2:10][CH2:9][CH:8]([NH:11][C:12](=[O:15])[CH2:13][CH3:14])[C:4]=2[CH:5]=[N:6][CH:7]=1.[F:16][C:17]1[CH:22]=[CH:21][C:20](B(O)O)=[CH:19][C:18]=1[CH3:26]. No catalyst specified. The product is [F:16][C:17]1[CH:22]=[CH:21][C:20]([C:2]2[C:3]3[CH2:10][CH2:9][CH:8]([NH:11][C:12](=[O:15])[CH2:13][CH3:14])[C:4]=3[CH:5]=[N:6][CH:7]=2)=[CH:19][C:18]=1[CH3:26]. The yield is 0.860. (3) The reactants are [Li]CCCC.C(NC(C)C)(C)C.[Cl:13][C:14]1[CH:19]=[CH:18][C:17]([CH2:20][C:21]([O:23][CH3:24])=[O:22])=[CH:16][CH:15]=1.[Li+].CC([N-]C(C)C)C.Br[CH2:34][C:35]([O:37][C:38]([CH3:41])([CH3:40])[CH3:39])=[O:36]. The catalyst is C1COCC1. The product is [Cl:13][C:14]1[CH:15]=[CH:16][C:17]([CH:20]([CH2:34][C:35]([O:37][C:38]([CH3:41])([CH3:40])[CH3:39])=[O:36])[C:21]([O:23][CH3:24])=[O:22])=[CH:18][CH:19]=1. The yield is 0.880. (4) The reactants are FC(F)(F)C([NH:5][C:6]1[CH:7]=[N:8][C:9]([S:18](=[O:31])(=[O:30])[NH:19][C:20]2[CH:21]=[CH:22][C:23]3[CH2:27][O:26][B:25]([OH:28])[C:24]=3[CH:29]=2)=[C:10]([C:12]2[N:16]=[C:15]([CH3:17])[O:14][N:13]=2)[CH:11]=1)=O.C(=O)([O-])[O-].[K+].[K+].CC(O)=O. The yield is 0.240. The product is [NH2:5][C:6]1[CH:11]=[C:10]([C:12]2[N:16]=[C:15]([CH3:17])[O:14][N:13]=2)[C:9]([S:18]([NH:19][C:20]2[CH:21]=[CH:22][C:23]3[CH2:27][O:26][B:25]([OH:28])[C:24]=3[CH:29]=2)(=[O:31])=[O:30])=[N:8][CH:7]=1. The catalyst is CO.O. (5) The reactants are [Cl:1][C:2]1[CH:7]=[CH:6][CH:5]=[C:4]([C:8]([F:11])([F:10])[F:9])[N:3]=1.[Cl-].[Li+].Cl[Mg]N1C(C)(C)CCCC1(C)C.[C:26]([O:30][C:31](O[C:31]([O:30][C:26]([CH3:29])([CH3:28])[CH3:27])=[O:32])=[O:32])([CH3:29])([CH3:28])[CH3:27]. The catalyst is O1CCCC1. The product is [Cl:1][C:2]1[CH:7]=[C:6]([CH:5]=[C:4]([C:8]([F:9])([F:10])[F:11])[N:3]=1)[C:31]([O:30][C:26]([CH3:29])([CH3:28])[CH3:27])=[O:32]. The yield is 0.300. (6) The reactants are Cl.Cl.[NH2:3][CH:4]1[C:22](=[O:23])[N:21]2[CH:17]([CH2:18][CH:19]([O:24][C:25]3[C:34]4[C:29](=[CH:30][CH:31]=[CH:32][CH:33]=4)[CH:28]=[CH:27][N:26]=3)[CH2:20]2)[C:16](=[O:35])[NH:15][C:14]2([C:36]([NH:38][S:39]([CH:42]3[CH2:44][CH2:43]3)(=[O:41])=[O:40])=[O:37])[CH:12]([CH2:13]2)[CH:11]=[CH:10][CH2:9][CH2:8][CH2:7][CH2:6][CH2:5]1.CCN(C(C)C)C(C)C.Cl[C:55]([O:57][CH:58]([CH3:60])[CH3:59])=[O:56]. The catalyst is C1(C)C=CC=CC=1. The product is [CH:58]([O:57][C:55](=[O:56])[NH:3][CH:4]1[C:22](=[O:23])[N:21]2[CH:17]([CH2:18][CH:19]([O:24][C:25]3[C:34]4[C:29](=[CH:30][CH:31]=[CH:32][CH:33]=4)[CH:28]=[CH:27][N:26]=3)[CH2:20]2)[C:16](=[O:35])[NH:15][C:14]2([C:36]([NH:38][S:39]([CH:42]3[CH2:43][CH2:44]3)(=[O:40])=[O:41])=[O:37])[CH:12]([CH2:13]2)[CH:11]=[CH:10][CH2:9][CH2:8][CH2:7][CH2:6][CH2:5]1)([CH3:60])[CH3:59]. The yield is 0.780. (7) The reactants are [Cl:1][C:2]1[CH:3]=[C:4]([C:8]2[CH:9]=[C:10]3[C:15](=[CH:16][CH:17]=2)[N:14](CC2C=CC(OC)=CC=2)[C:13](=[O:27])[N:12]=[C:11]3[CH:28]2[CH2:30][CH2:29]2)[CH:5]=[CH:6][CH:7]=1.[O-]S([C:35](F)(F)F)(=O)=O.[Mg+2].[O-]S(C(F)(F)F)(=O)=O.C[Mg]Br. The product is [Cl:1][C:2]1[CH:3]=[C:4]([C:8]2[CH:9]=[C:10]3[C:15](=[CH:16][CH:17]=2)[NH:14][C:13](=[O:27])[NH:12][C:11]3([CH:28]2[CH2:29][CH2:30]2)[CH3:35])[CH:5]=[CH:6][CH:7]=1. The yield is 0.430. The catalyst is CCOCC.